This data is from Full USPTO retrosynthesis dataset with 1.9M reactions from patents (1976-2016). The task is: Predict the reactants needed to synthesize the given product. (1) Given the product [CH2:16]([O:18][C:19]([C:21]1[C:22](=[O:41])[C:23]2[CH:28]=[N:27][C:26]([NH:15][C:12]3[CH:13]=[CH:14][C:9]([CH2:8][CH2:7][N:1]4[CH2:6][CH2:5][O:4][CH2:3][CH2:2]4)=[CH:10][CH:11]=3)=[N:25][C:24]=2[N:33]([CH:35]2[CH2:40][CH2:39][CH2:38][CH2:37][CH2:36]2)[CH:34]=1)=[O:20])[CH3:17], predict the reactants needed to synthesize it. The reactants are: [N:1]1([CH2:7][CH2:8][C:9]2[CH:14]=[CH:13][C:12]([NH2:15])=[CH:11][CH:10]=2)[CH2:6][CH2:5][O:4][CH2:3][CH2:2]1.[CH2:16]([O:18][C:19]([C:21]1[C:22](=[O:41])[C:23]2[CH:28]=[N:27][C:26](S(C)(=O)=O)=[N:25][C:24]=2[N:33]([CH:35]2[CH2:40][CH2:39][CH2:38][CH2:37][CH2:36]2)[CH:34]=1)=[O:20])[CH3:17]. (2) Given the product [CH3:1][C:2]1[CH:3]=[C:4]([CH:27]=[CH:28][CH:29]=1)[NH:5][C:6]1[CH:18]=[C:17]([CH2:19][CH2:20][C:21]2[CH:26]=[CH:25][CH:24]=[CH:23][CH:22]=2)[CH:16]=[CH:15][C:7]=1[C:8]([OH:10])=[O:9], predict the reactants needed to synthesize it. The reactants are: [CH3:1][C:2]1[CH:3]=[C:4]([CH:27]=[CH:28][CH:29]=1)[NH:5][C:6]1[CH:18]=[C:17]([CH2:19][CH2:20][C:21]2[CH:26]=[CH:25][CH:24]=[CH:23][CH:22]=2)[CH:16]=[CH:15][C:7]=1[C:8]([O:10]C(C)(C)C)=[O:9]. (3) Given the product [CH3:22][O:21][C:19](=[O:20])[CH2:18][NH:16][C:17]1[N:3]2[CH:4]=[CH:5][CH:6]=[C:7]([O:8][CH2:9][C:10]3[CH:11]=[CH:12][CH:13]=[CH:14][CH:15]=3)[C:2]2=[N:1][C:28]=1[C:27]1[CH:30]=[C:31]([O:33][CH3:34])[CH:32]=[C:25]([O:24][CH3:23])[CH:26]=1, predict the reactants needed to synthesize it. The reactants are: [NH2:1][C:2]1[C:7]([O:8][CH2:9][C:10]2[CH:15]=[CH:14][CH:13]=[CH:12][CH:11]=2)=[CH:6][CH:5]=[CH:4][N:3]=1.[N+:16]([CH2:18][C:19]([O:21][CH3:22])=[O:20])#[C-:17].[CH3:23][O:24][C:25]1[CH:26]=[C:27]([CH:30]=[C:31]([O:33][CH3:34])[CH:32]=1)[CH:28]=O.